Dataset: Full USPTO retrosynthesis dataset with 1.9M reactions from patents (1976-2016). Task: Predict the reactants needed to synthesize the given product. (1) Given the product [OH:14][CH:13]([CH3:15])[C:12]([O:8][C@@H:6]1[CH2:7][C@H:2]([CH3:1])[CH2:3][CH2:4][C@H:5]1[C:9]([CH3:11])=[CH2:10])=[O:16], predict the reactants needed to synthesize it. The reactants are: [CH3:1][C@H:2]1[CH2:7][C@@H:6]([OH:8])[C@H:5]([C:9]([CH3:11])=[CH2:10])[CH2:4][CH2:3]1.[C:12](O)(=[O:16])[C@H:13]([CH3:15])[OH:14]. (2) Given the product [CH3:7][N:6]([CH3:8])[CH2:5][CH:4]([NH:9][C:10]([C:12]1[C:25]2[C:16](=[N:17][C:18]3[C:23]([N:24]=2)=[C:22]2[CH:26]=[CH:27][CH:28]=[C:29]([O:30][CH3:31])[C:21]2=[CH:20][CH:19]=3)[CH:15]=[CH:14][CH:13]=1)=[O:11])[CH2:3][OH:2], predict the reactants needed to synthesize it. The reactants are: C[O:2][C:3](=O)[CH:4]([NH:9][C:10]([C:12]1[C:25]2[C:16](=[N:17][C:18]3[C:23]([N:24]=2)=[C:22]2[CH:26]=[CH:27][CH:28]=[C:29]([O:30][CH3:31])[C:21]2=[CH:20][CH:19]=3)[CH:15]=[CH:14][CH:13]=1)=[O:11])[CH2:5][N:6]([CH3:8])[CH3:7].[BH4-].[Li+].